This data is from M1 muscarinic receptor antagonist screen with 61,756 compounds. The task is: Binary Classification. Given a drug SMILES string, predict its activity (active/inactive) in a high-throughput screening assay against a specified biological target. The drug is O=C1N(C(=O)C2C1C1CC2C=C1)CCNC(=O)Nc1ccc(cc1)C. The result is 0 (inactive).